This data is from HIV replication inhibition screening data with 41,000+ compounds from the AIDS Antiviral Screen. The task is: Binary Classification. Given a drug SMILES string, predict its activity (active/inactive) in a high-throughput screening assay against a specified biological target. The drug is O=C1C(=Cc2ccc(Br)s2)NC(=S)N1c1ccccc1. The result is 0 (inactive).